Dataset: Forward reaction prediction with 1.9M reactions from USPTO patents (1976-2016). Task: Predict the product of the given reaction. (1) Given the reactants [F:1][C:2]1[CH:7]=[CH:6][C:5]([C:8]2([OH:30])[C:17](=O)[C:16]3[C:15]([C:19](OCC)=[O:20])=[CH:14][CH:13]=[CH:12][C:11]=3[NH:10][CH:9]2[C:24]2[N:25]([CH3:29])[CH:26]=[CH:27][N:28]=2)=[CH:4][CH:3]=1.O.[NH2:32][NH2:33], predict the reaction product. The product is: [F:1][C:2]1[CH:3]=[CH:4][C:5]([C:8]2([OH:30])[C:17]3=[N:32][NH:33][C:19](=[O:20])[C:15]4[CH:14]=[CH:13][CH:12]=[C:11]([C:16]=43)[NH:10][CH:9]2[C:24]2[N:25]([CH3:29])[CH:26]=[CH:27][N:28]=2)=[CH:6][CH:7]=1. (2) Given the reactants [NH2:1][C:2]1[CH:7]=[CH:6][CH:5]=[CH:4][C:3]=1[SH:8].[C:9]12[C:15](=[CH:16][CH:17]=[CH:18][CH:19]=1)[NH:14]C(=O)O[C:10]2=O, predict the reaction product. The product is: [S:8]1[C:3]2[CH:4]=[CH:5][CH:6]=[CH:7][C:2]=2[N:1]=[C:10]1[C:9]1[CH:19]=[CH:18][CH:17]=[CH:16][C:15]=1[NH2:14].